This data is from Reaction yield outcomes from USPTO patents with 853,638 reactions. The task is: Predict the reaction yield, written as a fraction of the theoretical maximum amount of product (1.0 means a 100% yield; for example, 0.34 means a 34% yield). (1) The catalyst is CC(O)=O. The product is [NH2:23][C:8]1[C:7]([OH:26])=[C:6]([Cl:5])[CH:21]=[C:20]([Cl:22])[C:9]=1[C:10]([NH:12][C:13]1[CH:14]=[CH:15][C:16]([F:19])=[CH:17][CH:18]=1)=[O:11]. The yield is 0.790. The reactants are O.[Sn](Cl)Cl.[Cl:5][C:6]1[CH:21]=[C:20]([Cl:22])[C:9]([C:10]([NH:12][C:13]2[CH:18]=[CH:17][C:16]([F:19])=[CH:15][CH:14]=2)=[O:11])=[C:8]([N+:23]([O-])=O)[C:7]=1[OH:26].CCO.C([O-])(O)=O.[Na+]. (2) The reactants are Cl[C:2]1[CH:7]=[C:6]2[CH2:8][O:9][C:10]3[CH:34]=[C:33]4[C:13]([CH:14]=[CH:15][C:16]5[N:20]=[C:19]([CH:21]6[CH2:25][CH2:24][CH2:23][N:22]6[C:26]([O:28][C:29]([CH3:32])([CH3:31])[CH3:30])=[O:27])[NH:18][C:17]=54)=[CH:12][C:11]=3[C:5]2=[CH:4][CH:3]=1.[B:35]1([B:35]2[O:39][C:38]([CH3:41])([CH3:40])[C:37]([CH3:43])([CH3:42])[O:36]2)[O:39][C:38]([CH3:41])([CH3:40])[C:37]([CH3:43])([CH3:42])[O:36]1.C([O-])(=O)C.[K+]. The catalyst is O1CCOCC1.C(OCC)(=O)C.C1(P(C2CCCCC2)C2C=CC=CC=2C2C(CCC)=CC(CCC)=CC=2CCC)CCCCC1. The product is [CH3:42][C:37]1([CH3:43])[C:38]([CH3:41])([CH3:40])[O:39][B:35]([C:2]2[CH:7]=[C:6]3[CH2:8][O:9][C:10]4[CH:34]=[C:33]5[C:13]([CH:14]=[CH:15][C:16]6[N:20]=[C:19]([CH:21]7[CH2:25][CH2:24][CH2:23][N:22]7[C:26]([O:28][C:29]([CH3:32])([CH3:31])[CH3:30])=[O:27])[NH:18][C:17]=65)=[CH:12][C:11]=4[C:5]3=[CH:4][CH:3]=2)[O:36]1. The yield is 0.940. (3) The reactants are [Cl:1][C:2]1[C:14]2[CH2:13][CH2:12][CH:11]3[CH:7]([CH2:8][NH:9][CH2:10]3)[C:6]=2[CH:5]=[C:4]([Cl:15])[C:3]=1[NH2:16].[CH:17](=O)[CH2:18][CH3:19].C(O)(=O)C.C(O[BH-](OC(=O)C)OC(=O)C)(=O)C.[Na+]. The catalyst is O1CCCC1. The product is [Cl:1][C:2]1[C:14]2[CH2:13][CH2:12][CH:11]3[CH:7]([CH2:8][N:9]([CH2:17][CH2:18][CH3:19])[CH2:10]3)[C:6]=2[CH:5]=[C:4]([Cl:15])[C:3]=1[NH2:16]. The yield is 0.920.